The task is: Regression. Given a peptide amino acid sequence and an MHC pseudo amino acid sequence, predict their binding affinity value. This is MHC class II binding data.. This data is from Peptide-MHC class II binding affinity with 134,281 pairs from IEDB. (1) The peptide sequence is EICPAVKRDVDLFLTGT. The MHC is HLA-DQA10501-DQB10201 with pseudo-sequence HLA-DQA10501-DQB10201. The binding affinity (normalized) is 0.377. (2) The peptide sequence is VTSAPDTRPAP. The MHC is HLA-DQA10501-DQB10301 with pseudo-sequence HLA-DQA10501-DQB10301. The binding affinity (normalized) is 0. (3) The peptide sequence is GELQIVDKIDAAFPI. The MHC is DRB3_0101 with pseudo-sequence DRB3_0101. The binding affinity (normalized) is 0.717. (4) The peptide sequence is TACLSKAYANMWSLM. The MHC is DRB1_1101 with pseudo-sequence DRB1_1101. The binding affinity (normalized) is 0.480. (5) The peptide sequence is IVPPADKYRTFVATF. The MHC is DRB1_0901 with pseudo-sequence DRB1_0901. The binding affinity (normalized) is 0.512. (6) The peptide sequence is PVLSAFKKFPKFNRV. The MHC is DRB5_0101 with pseudo-sequence DRB5_0101. The binding affinity (normalized) is 0.648. (7) The peptide sequence is NGRLITANPVVTKKE. The binding affinity (normalized) is 0.753. The MHC is DRB1_1302 with pseudo-sequence DRB1_1302. (8) The peptide sequence is SQDLELSWNLNCLQAY. The MHC is HLA-DQA10101-DQB10501 with pseudo-sequence HLA-DQA10101-DQB10501. The binding affinity (normalized) is 0.786. (9) The peptide sequence is GTSGSPIVNRNGEVI. The MHC is DRB5_0101 with pseudo-sequence DRB5_0101. The binding affinity (normalized) is 0.180. (10) The peptide sequence is DTRLMRLEDEMKEGR. The MHC is HLA-DPA10103-DPB10401 with pseudo-sequence HLA-DPA10103-DPB10401. The binding affinity (normalized) is 0.